Predict the product of the given reaction. From a dataset of Forward reaction prediction with 1.9M reactions from USPTO patents (1976-2016). (1) Given the reactants [NH2:1][C:2]1[N:7]=[C:6](O)[C:5]([CH2:9][CH2:10][O:11][CH3:12])=[C:4]([CH3:13])[N:3]=1.P(Cl)(Cl)([Cl:16])=O, predict the reaction product. The product is: [Cl:16][C:6]1[C:5]([CH2:9][CH2:10][O:11][CH3:12])=[C:4]([CH3:13])[N:3]=[C:2]([NH2:1])[N:7]=1. (2) Given the reactants [CH3:1][O:2][CH:3]1[CH2:7][CH2:6][N:5]([C:8]2[CH:9]=[C:10]([S:14]([O-:16])=[O:15])[CH:11]=[CH:12][CH:13]=2)[CH2:4]1.[Li+].C1C(=O)N([Cl:25])C(=O)C1, predict the reaction product. The product is: [CH3:1][O:2][CH:3]1[CH2:7][CH2:6][N:5]([C:8]2[CH:9]=[C:10]([S:14]([Cl:25])(=[O:16])=[O:15])[CH:11]=[CH:12][CH:13]=2)[CH2:4]1. (3) Given the reactants [Cl:1][C:2]1[CH:3]=[C:4]([N:12]2[CH2:17][CH2:16][N:15](C(OC(C)(C)C)=O)[CH2:14][CH2:13]2)[C:5]2[O:10][CH2:9][CH2:8][O:7][C:6]=2[CH:11]=1.O(CC)CC.Cl, predict the reaction product. The product is: [ClH:1].[Cl:1][C:2]1[CH:3]=[C:4]([N:12]2[CH2:17][CH2:16][NH:15][CH2:14][CH2:13]2)[C:5]2[O:10][CH2:9][CH2:8][O:7][C:6]=2[CH:11]=1. (4) Given the reactants [NH2:1][CH2:2][CH2:3][CH2:4][C:5]1([C:27]2[CH:32]=[CH:31][CH:30]=[CH:29][CH:28]=2)[N:9]([C:10]([N:12]([O:14]C(C)(C)C)[CH3:13])=[O:11])[N:8]=[C:7]([C:19]2[CH:24]=[C:23]([F:25])[CH:22]=[CH:21][C:20]=2[F:26])[S:6]1.C(O)(C(F)(F)F)=O, predict the reaction product. The product is: [NH2:1][CH2:2][CH2:3][CH2:4][C:5]1([C:27]2[CH:28]=[CH:29][CH:30]=[CH:31][CH:32]=2)[N:9]([C:10]([N:12]([OH:14])[CH3:13])=[O:11])[N:8]=[C:7]([C:19]2[CH:24]=[C:23]([F:25])[CH:22]=[CH:21][C:20]=2[F:26])[S:6]1.